Task: Regression. Given two drug SMILES strings and cell line genomic features, predict the synergy score measuring deviation from expected non-interaction effect.. Dataset: NCI-60 drug combinations with 297,098 pairs across 59 cell lines (1) Drug 1: COC1=CC(=CC(=C1O)OC)C2C3C(COC3=O)C(C4=CC5=C(C=C24)OCO5)OC6C(C(C7C(O6)COC(O7)C8=CC=CS8)O)O. Drug 2: C1=CN(C(=O)N=C1N)C2C(C(C(O2)CO)O)O.Cl. Cell line: MOLT-4. Synergy scores: CSS=98.3, Synergy_ZIP=5.85, Synergy_Bliss=5.56, Synergy_Loewe=4.23, Synergy_HSA=8.25. (2) Drug 1: CC1=C(C(=CC=C1)Cl)NC(=O)C2=CN=C(S2)NC3=CC(=NC(=N3)C)N4CCN(CC4)CCO. Drug 2: COC1=C2C(=CC3=C1OC=C3)C=CC(=O)O2. Cell line: ACHN. Synergy scores: CSS=6.40, Synergy_ZIP=-1.08, Synergy_Bliss=2.99, Synergy_Loewe=-9.62, Synergy_HSA=1.75. (3) Drug 1: CNC(=O)C1=CC=CC=C1SC2=CC3=C(C=C2)C(=NN3)C=CC4=CC=CC=N4. Drug 2: C1CNP(=O)(OC1)N(CCCl)CCCl. Cell line: CAKI-1. Synergy scores: CSS=5.07, Synergy_ZIP=0.511, Synergy_Bliss=4.78, Synergy_Loewe=-9.72, Synergy_HSA=-0.450. (4) Drug 1: C1=NC2=C(N1)C(=S)N=C(N2)N. Drug 2: CC1C(C(=O)NC(C(=O)N2CCCC2C(=O)N(CC(=O)N(C(C(=O)O1)C(C)C)C)C)C(C)C)NC(=O)C3=C4C(=C(C=C3)C)OC5=C(C(=O)C(=C(C5=N4)C(=O)NC6C(OC(=O)C(N(C(=O)CN(C(=O)C7CCCN7C(=O)C(NC6=O)C(C)C)C)C)C(C)C)C)N)C. Cell line: NCI/ADR-RES. Synergy scores: CSS=33.7, Synergy_ZIP=-11.6, Synergy_Bliss=-5.78, Synergy_Loewe=-6.14, Synergy_HSA=-6.09. (5) Drug 1: CC12CCC3C(C1CCC2=O)CC(=C)C4=CC(=O)C=CC34C. Drug 2: CC1=CC=C(C=C1)C2=CC(=NN2C3=CC=C(C=C3)S(=O)(=O)N)C(F)(F)F. Cell line: SF-268. Synergy scores: CSS=39.4, Synergy_ZIP=1.94, Synergy_Bliss=4.69, Synergy_Loewe=5.89, Synergy_HSA=4.81. (6) Drug 1: COC1=C(C=C2C(=C1)N=CN=C2NC3=CC(=C(C=C3)F)Cl)OCCCN4CCOCC4. Drug 2: CC1=C2C(C(=O)C3(C(CC4C(C3C(C(C2(C)C)(CC1OC(=O)C(C(C5=CC=CC=C5)NC(=O)OC(C)(C)C)O)O)OC(=O)C6=CC=CC=C6)(CO4)OC(=O)C)O)C)O. Cell line: MDA-MB-231. Synergy scores: CSS=43.1, Synergy_ZIP=-0.0451, Synergy_Bliss=3.03, Synergy_Loewe=3.74, Synergy_HSA=5.73.